Dataset: Reaction yield outcomes from USPTO patents with 853,638 reactions. Task: Predict the reaction yield, written as a fraction of the theoretical maximum amount of product (1.0 means a 100% yield; for example, 0.34 means a 34% yield). (1) The yield is 0.750. The product is [C:1]1(=[C:8]([C:24]2[CH:29]=[CH:28][C:27]([OH:30])=[CH:26][CH:25]=2)[C:9]2[CH:14]=[CH:13][C:12]([O:15][C:16]([CH3:23])([CH3:22])[C:17]([OH:19])=[O:18])=[CH:11][CH:10]=2)[CH2:7][CH2:6][CH2:5][CH2:4][CH2:3][CH2:2]1. The reactants are [C:1]1(=[C:8]([C:24]2[CH:29]=[CH:28][C:27]([OH:30])=[CH:26][CH:25]=2)[C:9]2[CH:14]=[CH:13][C:12]([O:15][C:16]([CH3:23])([CH3:22])[C:17]([O:19]CC)=[O:18])=[CH:11][CH:10]=2)[CH2:7][CH2:6][CH2:5][CH2:4][CH2:3][CH2:2]1.CCO.[OH-].[Na+].Cl. The catalyst is C1COCC1. (2) The reactants are C[O:2][C:3](=O)[CH:4]([O:8][C:9]1[N:30]=[CH:29][C:12]2[C:13]3[N:17]([CH2:18][CH2:19][O:20][C:11]=2[CH:10]=1)[CH:16]=[C:15]([C:21]1[N:22]([CH:26]([CH3:28])[CH3:27])[N:23]=[CH:24][N:25]=1)[N:14]=3)[CH:5]([CH3:7])[CH3:6].O.[OH-].[Li+].C[N:36](C(ON1N=NC2C=CC=NC1=2)=[N+](C)C)C.F[P-](F)(F)(F)(F)F.[Cl-].[NH4+].C(N(CC)CC)C. The catalyst is CO.O.C(OCC)(=O)C. The product is [CH:26]([N:22]1[C:21]([C:15]2[N:14]=[C:13]3[C:12]4[CH:29]=[N:30][C:9]([O:8][CH:4]([CH:5]([CH3:7])[CH3:6])[C:3]([NH2:36])=[O:2])=[CH:10][C:11]=4[O:20][CH2:19][CH2:18][N:17]3[CH:16]=2)=[N:25][CH:24]=[N:23]1)([CH3:28])[CH3:27]. The yield is 0.430. (3) The reactants are C([O:3][C:4]([C:6]1[CH:7]=[N:8][C:9]2[C:14]([C:15]=1[OH:16])=[CH:13][CH:12]=[CH:11][CH:10]=2)=[O:5])C. The catalyst is [OH-].[Na+]. The product is [O:16]=[C:15]1[C:14]2[C:9](=[CH:10][CH:11]=[CH:12][CH:13]=2)[NH:8][CH:7]=[C:6]1[C:4]([OH:5])=[O:3]. The yield is 0.920. (4) The product is [C:1]([CH2:5][CH2:6][CH2:7][CH2:8][C:9]([O:11][CH3:12])=[O:10])#[N:2]. The catalyst is O.CO. The reactants are [C-:1]#[N:2].[K+].Br[CH2:5][CH2:6][CH2:7][CH2:8][C:9]([O:11][CH3:12])=[O:10]. The yield is 0.740. (5) The reactants are Cl[S:2]([C:5]1[CH:6]=[C:7]2[C:11](=[CH:12][CH:13]=1)[NH:10][C:9](=[O:14])[CH2:8]2)(=[O:4])=[O:3].[CH3:15][NH2:16]. The catalyst is O1CCCC1. The product is [CH3:15][NH:16][S:2]([C:5]1[CH:6]=[C:7]2[C:11](=[CH:12][CH:13]=1)[NH:10][C:9](=[O:14])[CH2:8]2)(=[O:4])=[O:3]. The yield is 0.880. (6) The reactants are O1CCCC1.[F:6][C:7]1[CH:15]=[C:14]2[C:10]([CH:11]=[CH:12][NH:13]2)=[CH:9][CH:8]=1.[F:16][C:17]([F:28])([F:27])[C:18](O[C:18](=[O:19])[C:17]([F:28])([F:27])[F:16])=[O:19]. The product is [F:16][C:17]([F:28])([F:27])[C:18]([C:11]1[C:10]2[C:14](=[CH:15][C:7]([F:6])=[CH:8][CH:9]=2)[NH:13][CH:12]=1)=[O:19]. The catalyst is O. The yield is 0.900. (7) The reactants are [Cl:1][C:2]1[CH:3]=[C:4]([C:9]2[CH:17]=[C:16]3[C:12]([CH2:13][C:14](=[O:18])[NH:15]3)=[CH:11][CH:10]=2)[CH:5]=[C:6]([Cl:8])[CH:7]=1.[CH2:19]([N:21]([CH2:36][CH3:37])[CH2:22][CH2:23][NH:24][C:25]([C:27]1[C:31]([CH3:32])=[C:30]([CH:33]=O)[NH:29][C:28]=1[CH3:35])=[O:26])[CH3:20]. No catalyst specified. The product is [CH2:36]([N:21]([CH2:19][CH3:20])[CH2:22][CH2:23][NH:24][C:25]([C:27]1[C:31]([CH3:32])=[C:30]([CH:33]=[C:13]2[C:12]3[C:16](=[CH:17][C:9]([C:4]4[CH:3]=[C:2]([Cl:1])[CH:7]=[C:6]([Cl:8])[CH:5]=4)=[CH:10][CH:11]=3)[NH:15][C:14]2=[O:18])[NH:29][C:28]=1[CH3:35])=[O:26])[CH3:37]. The yield is 0.440. (8) The reactants are [C:1]1([C:7]2[C:8]([N:25]3[CH2:30][CH2:29][N:28]([C:31]([O:33][C:34]([CH3:37])([CH3:36])[CH3:35])=[O:32])[CH2:27][CH2:26]3)=[C:9]3[CH:15]=[CH:14][N:13](S(C4C=CC=CC=4)(=O)=O)[C:10]3=[N:11][CH:12]=2)[CH:6]=[CH:5][CH:4]=[CH:3][CH:2]=1.C1COCC1.CO.[Li+].[OH-]. The catalyst is O. The product is [C:1]1([C:7]2[C:8]([N:25]3[CH2:26][CH2:27][N:28]([C:31]([O:33][C:34]([CH3:37])([CH3:36])[CH3:35])=[O:32])[CH2:29][CH2:30]3)=[C:9]3[CH:15]=[CH:14][NH:13][C:10]3=[N:11][CH:12]=2)[CH:2]=[CH:3][CH:4]=[CH:5][CH:6]=1. The yield is 0.498.